Dataset: Full USPTO retrosynthesis dataset with 1.9M reactions from patents (1976-2016). Task: Predict the reactants needed to synthesize the given product. (1) Given the product [F:11][C:12]1[CH:17]=[CH:16][C:15]([NH:18][C@H:19]([C:31]2[CH:32]=[CH:33][CH:34]=[CH:35][CH:36]=2)[C:20]([O:22][C@@H:23]2[CH:28]3[CH2:29][CH2:30][N:25]([CH2:26][CH2:27]3)[CH2:24]2)=[O:21])=[CH:14][CH:13]=1, predict the reactants needed to synthesize it. The reactants are: O[C@@H]([C@H](O)C(O)=O)C(O)=O.[F:11][C:12]1[CH:17]=[CH:16][C:15]([NH:18][CH:19]([C:31]2[CH:36]=[CH:35][CH:34]=[CH:33][CH:32]=2)[C:20]([O:22][C@@H:23]2[CH:28]3[CH2:29][CH2:30][N:25]([CH2:26][CH2:27]3)[CH2:24]2)=[O:21])=[CH:14][CH:13]=1. (2) Given the product [F:15][C:16]([F:18])([F:17])[CH:7]([C:3]1[CH:2]=[N:1][CH:6]=[CH:5][CH:4]=1)[OH:8], predict the reactants needed to synthesize it. The reactants are: [N:1]1[CH:6]=[CH:5][CH:4]=[C:3]([CH:7]=[O:8])[CH:2]=1.C(=O)([O-])[O-].[K+].[K+].[F:15][C:16]([Si](C)(C)C)([F:18])[F:17].O. (3) The reactants are: [C:1]([O:5][C:6]([NH:8][CH2:9][CH2:10][O:11][C:12]1[CH:37]=[C:36](F)[CH:35]=[CH:34][C:13]=1[C:14]([NH:16][C:17]1[CH:32]=[CH:31][C:30]([F:33])=[CH:29][C:18]=1[C:19]([NH:21][C:22]1[CH:27]=[CH:26][C:25]([Cl:28])=[CH:24][N:23]=1)=[O:20])=[O:15])=[O:7])([CH3:4])([CH3:3])[CH3:2].[C:39]([O-:42])([O-])=O.[K+].[K+]. Given the product [C:1]([O:5][C:6]([NH:8][CH2:9][CH2:10][O:11][C:12]1[CH:37]=[C:36]([N:8]2[CH2:6][CH2:39][O:42][CH2:10][CH2:9]2)[CH:35]=[CH:34][C:13]=1[C:14]([NH:16][C:17]1[CH:32]=[CH:31][C:30]([F:33])=[CH:29][C:18]=1[C:19]([NH:21][C:22]1[CH:27]=[CH:26][C:25]([Cl:28])=[CH:24][N:23]=1)=[O:20])=[O:15])=[O:7])([CH3:4])([CH3:3])[CH3:2], predict the reactants needed to synthesize it. (4) The reactants are: [OH-].[K+].[C:3]1([C:9]2[C:17]([CH2:18][C:19]3[N:24]=[C:23]([C:25]([O:27]C)=[O:26])[CH:22]=[CH:21][CH:20]=3)=[C:12]3[CH:13]=[CH:14][CH:15]=[CH:16][N:11]3[N:10]=2)[CH:8]=[CH:7][CH:6]=[CH:5][CH:4]=1.Cl. Given the product [C:3]1([C:9]2[C:17]([CH2:18][C:19]3[N:24]=[C:23]([C:25]([OH:27])=[O:26])[CH:22]=[CH:21][CH:20]=3)=[C:12]3[CH:13]=[CH:14][CH:15]=[CH:16][N:11]3[N:10]=2)[CH:4]=[CH:5][CH:6]=[CH:7][CH:8]=1, predict the reactants needed to synthesize it. (5) The reactants are: [NH2:1][C:2]1[CH:7]=[C:6]([C:8]2[N:13]=[C:12]([NH:14][CH2:15][CH:16]3[CH2:21][CH2:20][O:19][CH2:18][CH2:17]3)[CH:11]=[N:10][CH:9]=2)[C:5]([C:22]([F:25])([F:24])[F:23])=[CH:4][N:3]=1.N1C=CC=CC=1.[O:32]1[CH2:37][CH2:36][CH:35]([C:38](Cl)=[O:39])[CH2:34][CH2:33]1. Given the product [O:19]1[CH2:20][CH2:21][CH:16]([CH2:15][NH:14][C:12]2[N:13]=[C:8]([C:6]3[C:5]([C:22]([F:24])([F:25])[F:23])=[CH:4][N:3]=[C:2]([NH:1][C:38]([CH:35]4[CH2:36][CH2:37][O:32][CH2:33][CH2:34]4)=[O:39])[CH:7]=3)[CH:9]=[N:10][CH:11]=2)[CH2:17][CH2:18]1, predict the reactants needed to synthesize it. (6) Given the product [F:29][C:30]1[CH:35]=[CH:34][C:33]([C:36]2[N:38]=[C:26]([CH:12]3[CH2:13][CH:14]([C:16]4[CH:17]=[CH:18][C:19]([C:22]([F:24])([F:25])[F:23])=[CH:20][CH:21]=4)[CH2:15][N:10]([C:8]([N:5]4[CH2:6][CH2:7][CH:2]([OH:1])[CH2:3][CH2:4]4)=[O:9])[CH2:11]3)[O:28][N:37]=2)=[CH:32][CH:31]=1, predict the reactants needed to synthesize it. The reactants are: [OH:1][CH:2]1[CH2:7][CH2:6][N:5]([C:8]([N:10]2[CH2:15][CH:14]([C:16]3[CH:21]=[CH:20][C:19]([C:22]([F:25])([F:24])[F:23])=[CH:18][CH:17]=3)[CH2:13][CH:12]([C:26]([OH:28])=O)[CH2:11]2)=[O:9])[CH2:4][CH2:3]1.[F:29][C:30]1[CH:35]=[CH:34][C:33]([C:36](=[N:38]O)[NH2:37])=[CH:32][CH:31]=1. (7) Given the product [C:8]1([C:4]2[CH:3]=[C:2]([C:23]([CH3:27])=[CH2:22])[CH:7]=[CH:6][N:5]=2)[CH:13]=[CH:12][CH:11]=[CH:10][CH:9]=1, predict the reactants needed to synthesize it. The reactants are: Cl[C:2]1[CH:7]=[CH:6][N:5]=[C:4]([C:8]2[CH:13]=[CH:12][CH:11]=[CH:10][CH:9]=2)[CH:3]=1.P([O-])([O-])([O-])=O.[K+].[K+].[K+].[CH3:22][C:23]1(C)[C:27](C)(C)OB(C(C)=C)O1. (8) The reactants are: C[Si]([C:5]#[C:6][C:7]1[N:11]2[N:12]=[C:13]([C:16]3[CH:24]=[CH:23][C:19]([C:20]([NH2:22])=[O:21])=[CH:18][CH:17]=3)[CH:14]=[CH:15][C:10]2=[N:9][CH:8]=1)(C)C.CCO.O.O[Li].O. Given the product [C:6]([C:7]1[N:11]2[N:12]=[C:13]([C:16]3[CH:24]=[CH:23][C:19]([C:20]([NH2:22])=[O:21])=[CH:18][CH:17]=3)[CH:14]=[CH:15][C:10]2=[N:9][CH:8]=1)#[CH:5], predict the reactants needed to synthesize it. (9) Given the product [N:16]1([CH2:15][CH2:14][N:10]2[CH:9]=[C:8]3[C:12]([CH:13]=[C:5]([C:3]([OH:4])=[O:2])[CH:6]=[CH:7]3)=[N:11]2)[CH:20]=[CH:19][CH:18]=[N:17]1, predict the reactants needed to synthesize it. The reactants are: C[O:2][C:3]([C:5]1[CH:6]=[CH:7][C:8]2[C:12]([CH:13]=1)=[N:11][N:10]([CH2:14][CH2:15][N:16]1[CH:20]=[CH:19][CH:18]=[N:17]1)[CH:9]=2)=[O:4].[OH-].[Li+].Cl.